Dataset: Tyrosyl-DNA phosphodiesterase HTS with 341,365 compounds. Task: Binary Classification. Given a drug SMILES string, predict its activity (active/inactive) in a high-throughput screening assay against a specified biological target. (1) The drug is O(C1(C2C(N(CC1)C)CCCC2)c1ccccc1)C(=O)C. The result is 0 (inactive). (2) The drug is O=c1n2[nH]c(c(c2nc(c1CCC(OCC)=O)C)c1ccccc1)C. The result is 0 (inactive). (3) The compound is S(=O)(=O)(c1nc(c(N(Cc2sccc2C)Cc2occc2)cn1)C(=O)Nc1c(ccc(c1)C)C)CC. The result is 0 (inactive). (4) The result is 0 (inactive). The molecule is S(=O)(=O)(Nc1c(F)cccc1F)c1ccc(OC)cc1. (5) The result is 0 (inactive). The drug is Clc1cc(NC(=O)NC2Cc3c(OC2)cccc3)ccc1OC. (6) The compound is O=C1N(C(=O)c2c1cccc2)c1[nH]ncn1. The result is 0 (inactive). (7) The compound is O=C(NC1CCC(CC1)C)CNC(=O)c1cc2c(cc1)cccc2. The result is 0 (inactive). (8) The compound is O=C(NCCC(O)=O)C(/NC(=O)c1ccccc1)=C/C=C\c1ccccc1. The result is 0 (inactive). (9) The molecule is S(=O)(=O)(c1nc(oc1NCc1cccnc1)c1c(F)cccc1)c1ccccc1. The result is 0 (inactive).